Dataset: Forward reaction prediction with 1.9M reactions from USPTO patents (1976-2016). Task: Predict the product of the given reaction. (1) Given the reactants CS(O[C@@H:6]1[CH2:10][CH2:9][N:8]([CH2:11][C:12]2[CH:17]=[CH:16][CH:15]=[CH:14][CH:13]=2)[CH2:7]1)(=O)=O.[C-:18]#[N:19], predict the reaction product. The product is: [C:12]1([CH2:11][N:8]2[CH2:9][CH2:10][C@H:6]([C:18]#[N:19])[CH2:7]2)[CH:17]=[CH:16][CH:15]=[CH:14][CH:13]=1. (2) Given the reactants [CH3:1][O:2][C:3](=[O:13])[CH2:4][C:5]1[CH:10]=[C:9]([OH:11])[CH:8]=[C:7]([OH:12])[CH:6]=1.C([O-])([O-])=O.[K+].[K+].[CH2:20](Br)[C:21]1[CH:26]=[CH:25][CH:24]=[CH:23][CH:22]=1, predict the reaction product. The product is: [CH2:20]([O:11][C:9]1[CH:10]=[C:5]([CH2:4][C:3]([O:2][CH3:1])=[O:13])[CH:6]=[C:7]([OH:12])[CH:8]=1)[C:21]1[CH:26]=[CH:25][CH:24]=[CH:23][CH:22]=1. (3) Given the reactants II.[BH4-].[Na+].[CH2:5]([N:12]1[C:17](=O)[CH:16]2[CH:14]([CH2:15]2)[C:13]1=O)[C:6]1[CH:11]=[CH:10][CH:9]=[CH:8][CH:7]=1.Cl.[OH-].[Na+], predict the reaction product. The product is: [CH2:5]([N:12]1[CH2:13][CH:14]2[CH:16]([CH2:15]2)[CH2:17]1)[C:6]1[CH:7]=[CH:8][CH:9]=[CH:10][CH:11]=1. (4) Given the reactants [K+].[S:2]([C:6]1[CH:14]=[CH:13][C:9]([C:10]([O-:12])=O)=[CH:8][CH:7]=1)([OH:5])(=[O:4])=O.[Cl:15][C:16]1[CH:17]=[C:18]([CH:21]=[CH:22][C:23]=1[C:24]([F:27])([F:26])[F:25])[CH2:19][NH2:20].S(Cl)([Cl:30])=O, predict the reaction product. The product is: [Cl:15][C:16]1[CH:17]=[C:18]([CH:21]=[CH:22][C:23]=1[C:24]([F:25])([F:26])[F:27])[CH2:19][NH:20][C:10]([C:9]1[CH:8]=[CH:7][C:6]([S:2]([Cl:30])(=[O:4])=[O:5])=[CH:14][CH:13]=1)=[O:12].